This data is from Peptide-MHC class I binding affinity with 185,985 pairs from IEDB/IMGT. The task is: Regression. Given a peptide amino acid sequence and an MHC pseudo amino acid sequence, predict their binding affinity value. This is MHC class I binding data. (1) The peptide sequence is SQLSLSMAR. The MHC is HLA-A33:01 with pseudo-sequence HLA-A33:01. The binding affinity (normalized) is 0.112. (2) The peptide sequence is VSDGGPNLY. The MHC is SLA-10701 with pseudo-sequence YYAEYRNIYETTYVNTLYIIYRDYTWAVLSYRGY. The binding affinity (normalized) is 1.00. (3) The peptide sequence is RTIQGQRFW. The MHC is HLA-A03:01 with pseudo-sequence HLA-A03:01. The binding affinity (normalized) is 0.0847. (4) The peptide sequence is DPKKTGGPI. The MHC is HLA-A02:01 with pseudo-sequence HLA-A02:01. The binding affinity (normalized) is 0.0847. (5) The peptide sequence is KGAVDLSHFL. The MHC is HLA-A68:01 with pseudo-sequence HLA-A68:01. The binding affinity (normalized) is 0.0413. (6) The peptide sequence is KILSVLAPL. The MHC is HLA-A02:03 with pseudo-sequence HLA-A02:03. The binding affinity (normalized) is 0.645. (7) The peptide sequence is TVNICIFYDR. The MHC is HLA-A68:01 with pseudo-sequence HLA-A68:01. The binding affinity (normalized) is 0.693.